Dataset: Peptide-MHC class I binding affinity with 185,985 pairs from IEDB/IMGT. Task: Regression. Given a peptide amino acid sequence and an MHC pseudo amino acid sequence, predict their binding affinity value. This is MHC class I binding data. (1) The binding affinity (normalized) is 0.534. The MHC is HLA-A30:01 with pseudo-sequence HLA-A30:01. The peptide sequence is AILSLNLRI. (2) The peptide sequence is MVIGMAMTTV. The MHC is HLA-A02:03 with pseudo-sequence HLA-A02:03. The binding affinity (normalized) is 1.00. (3) The binding affinity (normalized) is 0.0847. The MHC is HLA-C07:01 with pseudo-sequence HLA-C07:01. The peptide sequence is RMMETWHPL.